From a dataset of Catalyst prediction with 721,799 reactions and 888 catalyst types from USPTO. Predict which catalyst facilitates the given reaction. (1) Reactant: [O:1]([C:8]1[CH:18]=[CH:17][C:16]([NH:19][C:20]2[C:21]3[NH:28][CH:27]=[CH:26][C:22]=3[N:23]=[CH:24][N:25]=2)=[CH:15][C:9]=1[C:10]([O:12]CC)=[O:11])[C:2]1[CH:7]=[CH:6][CH:5]=[CH:4][CH:3]=1.[OH-].[Na+].Cl. Product: [O:1]([C:8]1[CH:18]=[CH:17][C:16]([NH:19][C:20]2[C:21]3[NH:28][CH:27]=[CH:26][C:22]=3[N:23]=[CH:24][N:25]=2)=[CH:15][C:9]=1[C:10]([OH:12])=[O:11])[C:2]1[CH:3]=[CH:4][CH:5]=[CH:6][CH:7]=1. The catalyst class is: 5. (2) Reactant: [CH3:1][N:2]1[CH2:15][CH2:14][C:13]2[C:12]3[CH:11]=[C:10]([CH3:16])[CH:9]=[CH:8][C:7]=3[NH:6][C:5]=2[CH2:4][CH2:3]1.N1CCC[C@H]1C(O)=O.[O-]P([O-])([O-])=O.[K+].[K+].[K+].Br[CH:34]=[C:35]([C:37]1[CH:42]=[CH:41][C:40]([F:43])=[C:39]([F:44])[CH:38]=1)[CH3:36]. Product: [F:44][C:39]1[CH:38]=[C:37](/[C:35](/[CH3:36])=[CH:34]/[N:6]2[C:7]3[CH:8]=[CH:9][C:10]([CH3:16])=[CH:11][C:12]=3[C:13]3[CH2:14][CH2:15][N:2]([CH3:1])[CH2:3][CH2:4][C:5]2=3)[CH:42]=[CH:41][C:40]=1[F:43]. The catalyst class is: 122. (3) Reactant: [Cl:1][C:2]1[CH:3]=[CH:4][C:5]([OH:10])=[C:6]([CH:9]=1)[CH:7]=[O:8].[CH3:11][O:12][C:13](=[O:16])[CH2:14]Br.C([O-])([O-])=O.[K+].[K+]. Product: [CH3:11][O:12][C:13](=[O:16])[CH2:14][O:10][C:5]1[CH:4]=[CH:3][C:2]([Cl:1])=[CH:9][C:6]=1[CH:7]=[O:8]. The catalyst class is: 21. (4) Reactant: [Sn](Cl)(Cl)(Cl)Cl.[CH3:6][CH:7]1[C:15]2[C:10](=[CH:11][C:12]([N+:16]([O-])=O)=[CH:13][CH:14]=2)[C:9](=[O:19])[CH2:8]1.Cl.C(=O)([O-])[O-].[K+].[K+]. Product: [NH2:16][C:12]1[CH:11]=[C:10]2[C:15]([CH:7]([CH3:6])[CH2:8][C:9]2=[O:19])=[CH:14][CH:13]=1. The catalyst class is: 6. (5) Reactant: [CH:1]([NH2:3])=O.C([O:6][C:7](=O)[C:8]1[CH:13]=[CH:12][C:11](F)=[CH:10][C:9]=1[NH2:15])C.C([O-])=O.[NH4+].O. Product: [CH:12]1[CH:11]=[CH:10][C:9]2[N:15]=[CH:1][NH:3][C:7](=[O:6])[C:8]=2[CH:13]=1. The catalyst class is: 13. (6) Reactant: [NH2:1][C:2]1[CH:3]=[C:4]([CH:7]=[CH:8][CH:9]=1)[C:5]#[N:6].[CH3:10][C:11]([O:14][C:15](O[C:15]([O:14][C:11]([CH3:13])([CH3:12])[CH3:10])=[O:16])=[O:16])([CH3:13])[CH3:12]. Product: [C:11]([O:14][C:15](=[O:16])[NH:1][C:2]1[CH:9]=[CH:8][CH:7]=[C:4]([C:5]#[N:6])[CH:3]=1)([CH3:13])([CH3:12])[CH3:10]. The catalyst class is: 1. (7) Reactant: [CH2:1]([O:3][C:4]1[CH:5]=[C:6]([CH:12]([N:17]2[C:25](=[O:26])[C:24]3[C:19](=[CH:20][CH:21]=[CH:22][C:23]=3[NH:27][C:28](=[O:30])[CH3:29])[CH2:18]2)[CH2:13][CH2:14][NH:15][OH:16])[CH:7]=[CH:8][C:9]=1[O:10][CH3:11])[CH3:2].[CH:31](OCC(F)(F)F)=[O:32]. Product: [CH2:1]([O:3][C:4]1[CH:5]=[C:6]([C@H:12]([N:17]2[C:25](=[O:26])[C:24]3[C:19](=[CH:20][CH:21]=[CH:22][C:23]=3[NH:27][C:28](=[O:30])[CH3:29])[CH2:18]2)[CH2:13][CH2:14][N:15]([CH:31]=[O:32])[OH:16])[CH:7]=[CH:8][C:9]=1[O:10][CH3:11])[CH3:2]. The catalyst class is: 1. (8) Reactant: [CH:1]1[C:7]([NH2:8])=[N:6][C:4](=[O:5])[N:3]([C@@H:9]2[O:13][C@H:12]([CH2:14][OH:15])[C@@H:11]([OH:16])[C:10]2([F:18])[F:17])[CH:2]=1.Cl.[CH2:20]([O:32][C:33]([C:35]1[C:36]([C:41](O)=[O:42])=[N:37][CH:38]=[CH:39][N:40]=1)=[O:34])[CH2:21][CH2:22][CH2:23][CH2:24][CH2:25][CH2:26][CH2:27][CH2:28][CH2:29][CH2:30][CH3:31].F[P-](F)(F)(F)(F)F.N1(O[P+](N2CCCC2)(N2CCCC2)N2CCCC2)C2C=CC=CC=2N=N1.O. Product: [CH2:20]([O:32][C:33]([C:35]1[C:36]([C:41](=[O:42])[NH:8][C:7]2[CH:1]=[CH:2][N:3]([C@H:9]3[C:10]([F:17])([F:18])[C@H:11]([OH:16])[C@@H:12]([CH2:14][OH:15])[O:13]3)[C:4](=[O:5])[N:6]=2)=[N:37][CH:38]=[CH:39][N:40]=1)=[O:34])[CH2:21][CH2:22][CH2:23][CH2:24][CH2:25][CH2:26][CH2:27][CH2:28][CH2:29][CH2:30][CH3:31]. The catalyst class is: 468. (9) Reactant: [CH3:1][O:2][C:3](=[O:12])[C:4]1[CH:9]=[CH:8][CH:7]=[C:6]([NH2:10])[C:5]=1[F:11].[Br:13][C:14]1[CH:15]=[C:16]([CH:19]=[CH:20][CH:21]=1)[CH:17]=O. Product: [CH3:1][O:2][C:3](=[O:12])[C:4]1[CH:9]=[CH:8][CH:7]=[C:6]([N:10]=[CH:17][C:16]2[CH:19]=[CH:20][CH:21]=[C:14]([Br:13])[CH:15]=2)[C:5]=1[F:11]. The catalyst class is: 626. (10) Reactant: [O:1]1[CH2:6][CH2:5]OCC1.[OH2:7].[OH2:8].[NH2:9][C:10]1[CH:11]=[C:12](B(O)O)[CH:13]=[CH:14][CH:15]=1.[C:19]([O:25][CH3:26])(=[O:24])/[CH:20]=[CH:21]/[CH2:22][CH3:23]. Product: [NH2:9][C:10]1[CH:11]=[C:12]([C@H:21]([CH2:22][CH3:23])[CH2:20][C:19]([O:25][CH3:26])=[O:24])[CH:13]=[CH:14][CH:15]=1.[CH:22]1([CH:23]([C:12]2[CH:13]=[CH:14][CH:15]=[C:10]([OH:8])[CH:11]=2)[CH2:5][C:6]([OH:1])=[O:7])[CH2:20][CH2:21]1. The catalyst class is: 25.